This data is from Full USPTO retrosynthesis dataset with 1.9M reactions from patents (1976-2016). The task is: Predict the reactants needed to synthesize the given product. (1) Given the product [CH3:1][O:2][C:3](=[O:14])[C:4]1[CH:9]=[C:8]([N+:15]([O-:17])=[O:16])[C:7]([OH:10])=[C:6]([O:11][CH2:12][CH3:13])[CH:5]=1, predict the reactants needed to synthesize it. The reactants are: [CH3:1][O:2][C:3](=[O:14])[C:4]1[CH:9]=[CH:8][C:7]([OH:10])=[C:6]([O:11][CH2:12][CH3:13])[CH:5]=1.[N+:15]([O-])([OH:17])=[O:16]. (2) Given the product [CH3:43][O:44][C:45](=[O:54])[CH2:46][C:47]1[CH:52]=[N:64][CH:50]=[C:49]([C:30]2[CH:31]=[CH:32][C:27]([C:3]([CH2:4][CH3:5])([C:6]3[CH:11]=[CH:10][C:9]([C:12]#[C:13][C:14]4([O:21][Si:22]([CH3:23])([CH3:24])[CH3:25])[CH2:15][CH2:16][CH2:17][CH2:18][CH2:19][CH2:20]4)=[C:8]([CH3:26])[CH:7]=3)[CH2:1][CH3:2])=[CH:28][C:29]=2[CH3:42])[CH:48]=1, predict the reactants needed to synthesize it. The reactants are: [CH2:1]([C:3]([C:27]1[CH:32]=[CH:31][C:30](B2OC(C)(C)C(C)(C)O2)=[C:29]([CH3:42])[CH:28]=1)([C:6]1[CH:11]=[CH:10][C:9]([C:12]#[C:13][C:14]2([O:21][Si:22]([CH3:25])([CH3:24])[CH3:23])[CH2:20][CH2:19][CH2:18][CH2:17][CH2:16][CH2:15]2)=[C:8]([CH3:26])[CH:7]=1)[CH2:4][CH3:5])[CH3:2].[CH3:43][O:44][C:45](=[O:54])[CH2:46][C:47]1[CH:52]=C[C:50](Br)=[CH:49][CH:48]=1.P([O-])([O-])([O-])=O.[K+].[K+].[K+].[Cl-].[NH4+:64]. (3) The reactants are: [H-].[C:2]([O:6][C:7]([NH:9][CH2:10][C:11](OC)=[O:12])=[O:8])([CH3:5])([CH3:4])[CH3:3].CO. Given the product [C:2]([O:6][C:7](=[O:8])[NH:9][CH2:10][CH:11]=[O:12])([CH3:5])([CH3:3])[CH3:4], predict the reactants needed to synthesize it. (4) Given the product [Cl:1][C:2]1[C:10]2[N:9]=[C:8]3[N:11]([C:16]4[C:17]([CH3:24])=[CH:18][C:19]([C:36](=[O:35])[CH3:37])=[N:20][CH:21]=4)[CH2:12][CH2:13][CH2:14][CH2:15][N:7]3[C:6]=2[C:5]([CH:25]([CH2:28][CH3:29])[CH2:26][CH3:27])=[CH:4][CH:3]=1, predict the reactants needed to synthesize it. The reactants are: [Cl:1][C:2]1[C:10]2[N:9]=[C:8]3[N:11]([C:16]4[C:17]([CH3:24])=[CH:18][C:19](C#N)=[N:20][CH:21]=4)[CH2:12][CH2:13][CH2:14][CH2:15][N:7]3[C:6]=2[C:5]([CH:25]([CH2:28][CH3:29])[CH2:26][CH3:27])=[CH:4][CH:3]=1.C[Mg]Br.C([O:35][CH2:36][CH3:37])C.C(=O)([O-])O.[Na+]. (5) Given the product [F:16][C:15]([F:18])([F:17])[C:10]1[CH:11]=[CH:12][CH:13]=[CH:14][C:9]=1[CH2:8][CH:4]1[CH2:5][CH2:6][CH2:7][N:2]2[N:1]=[C:21]([NH2:22])[N:20]=[C:3]12, predict the reactants needed to synthesize it. The reactants are: [NH2:1][N:2]1[CH2:7][CH2:6][CH2:5][CH:4]([CH2:8][C:9]2[CH:14]=[CH:13][CH:12]=[CH:11][C:10]=2[C:15]([F:18])([F:17])[F:16])[C:3]1=O.[N:20]#[C:21][NH2:22].O.C1(C)C=CC(S(O)(=O)=O)=CC=1.C(=O)(O)[O-].[Na+]. (6) The reactants are: [Cl:1][C:2]1[C:3]([CH:32]=O)=[C:4]([O:27][C:28]([F:31])([F:30])[F:29])[CH:5]=[C:6]2[C:11]=1[NH:10][C:9](=[O:12])[N:8]([CH2:13][C:14]1[CH:19]=[C:18]([Cl:20])[CH:17]=[CH:16][C:15]=1[S:21]([CH2:24][CH3:25])(=[O:23])=[O:22])[C:7]2=[O:26].C(O[C:39](=O)[N:40](C)[CH2:41][C@H:42]1[CH2:46][CH2:45][CH2:44][NH:43]1)(C)(C)C. Given the product [Cl:1][C:2]1[C:3]([CH2:32][N:43]2[CH2:44][CH2:45][CH2:46][C@@H:42]2[CH2:41][NH:40][CH3:39])=[C:4]([O:27][C:28]([F:31])([F:30])[F:29])[CH:5]=[C:6]2[C:11]=1[NH:10][C:9](=[O:12])[N:8]([CH2:13][C:14]1[CH:19]=[C:18]([Cl:20])[CH:17]=[CH:16][C:15]=1[S:21]([CH2:24][CH3:25])(=[O:23])=[O:22])[C:7]2=[O:26], predict the reactants needed to synthesize it.